Dataset: Forward reaction prediction with 1.9M reactions from USPTO patents (1976-2016). Task: Predict the product of the given reaction. (1) Given the reactants C(Cl)(=O)C(Cl)=O.CS(C)=O.[N+:11]([C:14]1[CH:19]=[CH:18][N:17]=[C:16]([CH2:20][OH:21])[CH:15]=1)([O-:13])=[O:12].C(N(CC)CC)C, predict the reaction product. The product is: [N+:11]([C:14]1[CH:19]=[CH:18][N:17]=[C:16]([CH:20]=[O:21])[CH:15]=1)([O-:13])=[O:12]. (2) Given the reactants C(=O)([O-])[O-].[K+].[K+].Cl[CH2:8][CH:9]=O.[C:11]([O:15][C:16]([N:18]1[CH2:22][CH2:21][CH:20]([C:23](=[S:25])[NH2:24])[CH:19]1[C:26]1[CH:31]=[C:30]([CH3:32])[N:29]=[C:28]([N:33]2[CH:37]=[CH:36][N:35]=[CH:34]2)[N:27]=1)=[O:17])([CH3:14])([CH3:13])[CH3:12].FC(F)(F)C(OC(=O)C(F)(F)F)=O.N1C=CC=CC=1, predict the reaction product. The product is: [C:11]([O:15][C:16]([N:18]1[CH2:22][CH2:21][CH:20]([C:23]2[S:25][CH:8]=[CH:9][N:24]=2)[CH:19]1[C:26]1[CH:31]=[C:30]([CH3:32])[N:29]=[C:28]([N:33]2[CH:37]=[CH:36][N:35]=[CH:34]2)[N:27]=1)=[O:17])([CH3:14])([CH3:12])[CH3:13]. (3) Given the reactants Cl[CH2:2][C:3]1[CH:22]=[CH:21][C:6]([O:7][CH2:8][C:9]2[N:10]=[C:11]([C:15]3[CH:20]=[CH:19][CH:18]=[CH:17][CH:16]=3)[O:12][C:13]=2[CH3:14])=[CH:5][CH:4]=1.[OH:23][C:24]1[CH:25]=[CH:26][C:27]([CH2:36][CH2:37][CH3:38])=[C:28]([CH:35]=1)[O:29][CH2:30][C:31]([O:33][CH3:34])=[O:32].C(=O)([O-])[O-].[K+].[K+].CN(C)C=O, predict the reaction product. The product is: [CH3:14][C:13]1[O:12][C:11]([C:15]2[CH:20]=[CH:19][CH:18]=[CH:17][CH:16]=2)=[N:10][C:9]=1[CH2:8][O:7][C:6]1[CH:21]=[CH:22][C:3]([CH2:2][O:23][C:24]2[CH:25]=[CH:26][C:27]([CH2:36][CH2:37][CH3:38])=[C:28]([CH:35]=2)[O:29][CH2:30][C:31]([O:33][CH3:34])=[O:32])=[CH:4][CH:5]=1.